Dataset: Forward reaction prediction with 1.9M reactions from USPTO patents (1976-2016). Task: Predict the product of the given reaction. (1) The product is: [C:53]([C:57]1[CH:85]=[CH:84][C:60]([C:61]([NH:63][CH2:64][C:65]2[CH:70]=[CH:69][C:68]([C:38]3[CH:43]=[CH:42][N:41]=[C:40]4[NH:44][C:45]([C:47]5[CH:48]=[N:49][N:50]([CH3:52])[CH:51]=5)=[N:46][C:39]=34)=[CH:67][C:66]=2[C:80]([F:83])([F:82])[F:81])=[O:62])=[CH:59][CH:58]=1)([CH3:56])([CH3:54])[CH3:55]. Given the reactants CN1C=C(C2NC3=NC=CC(C4C=CC(C5(NC(C6OC(C(C)(C)C)=NN=6)=O)CC5)=CC=4)=C3N=2)C=N1.Br[C:38]1[CH:43]=[CH:42][N:41]=[C:40]2[NH:44][C:45]([C:47]3[CH:48]=[N:49][N:50]([CH3:52])[CH:51]=3)=[N:46][C:39]=12.[C:53]([C:57]1[CH:85]=[CH:84][C:60]([C:61]([NH:63][CH2:64][C:65]2[CH:70]=[CH:69][C:68](B3OC(C)(C)C(C)(C)O3)=[CH:67][C:66]=2[C:80]([F:83])([F:82])[F:81])=[O:62])=[CH:59][CH:58]=1)([CH3:56])([CH3:55])[CH3:54].P([O-])([O-])([O-])=O.[K+].[K+].[K+].C([O-])(=O)C.[Na+].C(#N)C, predict the reaction product. (2) Given the reactants [Cl-].[CH3:2][O:3][CH2:4]P(C1C=CC=CC=1)(C1C=CC=CC=1)C1C=CC=CC=1.C[Si]([N-][Si](C)(C)C)(C)C.[Na+].[CH3:34][C@@H:35]1[CH2:40][C:39](=O)[CH2:38][C@H:37]([CH3:42])[O:36]1, predict the reaction product. The product is: [CH3:2][O:3][CH:4]=[C:39]1[CH2:40][C@H:35]([CH3:34])[O:36][C@H:37]([CH3:42])[CH2:38]1. (3) The product is: [C:13]([O:12][C:10]([CH2:9][NH:8][C:2](=[O:3])[O:4][CH2:5][Cl:6])=[O:11])([CH3:16])([CH3:15])[CH3:14]. Given the reactants Cl[C:2]([O:4][CH2:5][Cl:6])=[O:3].Cl.[NH2:8][CH2:9][C:10]([O:12][C:13]([CH3:16])([CH3:15])[CH3:14])=[O:11].C(N(C(C)C)CC)(C)C, predict the reaction product. (4) The product is: [Cl:1][C:2]1[N:3]=[CH:4][C:5]2[N:11]([CH3:22])[C:10](=[O:12])[CH:9]([CH3:13])[CH2:8][N:7]([CH2:14][CH:15]3[CH2:16][CH2:17][CH2:18][CH2:19]3)[C:6]=2[N:20]=1. Given the reactants [Cl:1][C:2]1[N:3]=[CH:4][C:5]2[NH:11][C:10](=[O:12])[CH:9]([CH3:13])[CH2:8][N:7]([CH2:14][CH:15]3[CH2:19][CH2:18][CH2:17][CH2:16]3)[C:6]=2[N:20]=1.I[CH3:22].[H-].[Na+], predict the reaction product. (5) Given the reactants Cl.CN(C)CCCN=C=NCC.O.ON1C2C=CC=CC=2N=N1.CN1CCOCC1.[CH2:31]([O:38][C:39]([CH:41]([CH2:51][CH2:52][C:53]1[CH:58]=[CH:57][CH:56]=[CH:55][CH:54]=1)[CH2:42][C:43]1([C:48](O)=[O:49])[CH2:47][CH2:46][CH2:45][CH2:44]1)=[O:40])[C:32]1[CH:37]=[CH:36][CH:35]=[CH:34][CH:33]=1.[NH2:59][C:60]1[S:61][C:62]([CH3:65])=[N:63][N:64]=1, predict the reaction product. The product is: [CH3:65][C:62]1[S:61][C:60]([NH:59][C:48]([C:43]2([CH2:42][CH:41]([CH2:51][CH2:52][C:53]3[CH:54]=[CH:55][CH:56]=[CH:57][CH:58]=3)[C:39]([O:38][CH2:31][C:32]3[CH:37]=[CH:36][CH:35]=[CH:34][CH:33]=3)=[O:40])[CH2:47][CH2:46][CH2:45][CH2:44]2)=[O:49])=[N:64][N:63]=1.